This data is from NCI-60 drug combinations with 297,098 pairs across 59 cell lines. The task is: Regression. Given two drug SMILES strings and cell line genomic features, predict the synergy score measuring deviation from expected non-interaction effect. Drug 1: CCCS(=O)(=O)NC1=C(C(=C(C=C1)F)C(=O)C2=CNC3=C2C=C(C=N3)C4=CC=C(C=C4)Cl)F. Drug 2: CS(=O)(=O)CCNCC1=CC=C(O1)C2=CC3=C(C=C2)N=CN=C3NC4=CC(=C(C=C4)OCC5=CC(=CC=C5)F)Cl. Cell line: OVCAR-8. Synergy scores: CSS=-1.61, Synergy_ZIP=-0.861, Synergy_Bliss=-3.86, Synergy_Loewe=-13.9, Synergy_HSA=-6.49.